Predict the reactants needed to synthesize the given product. From a dataset of Full USPTO retrosynthesis dataset with 1.9M reactions from patents (1976-2016). (1) Given the product [Cl:1][C:2]1[CH:7]=[CH:6][C:5]([S:8][CH2:17][CH:18]([O:21][CH3:22])[O:19][CH3:20])=[CH:4][CH:3]=1, predict the reactants needed to synthesize it. The reactants are: [Cl:1][C:2]1[CH:7]=[CH:6][C:5]([SH:8])=[CH:4][CH:3]=1.CCN(CC)CC.Br[CH2:17][CH:18]([O:21][CH3:22])[O:19][CH3:20].O. (2) Given the product [C:1]([C:3]1[CH:8]=[CH:7][C:6]([C:14]2[N:19]=[C:18]([NH:20][CH3:21])[N:17]=[C:16]([N:22]3[C@H:27]([CH2:28][CH3:29])[CH2:26][O:25][C@H:24]([C:30]([NH:32][CH:33]4[CH2:38][CH2:37][CH2:36][CH2:35][CH2:34]4)=[O:31])[CH2:23]3)[CH:15]=2)=[CH:5][C:4]=1[F:12])#[N:2], predict the reactants needed to synthesize it. The reactants are: [C:1]([C:3]1[CH:8]=[CH:7][C:6](B(O)O)=[CH:5][C:4]=1[F:12])#[N:2].Cl[C:14]1[N:19]=[C:18]([NH:20][CH3:21])[N:17]=[C:16]([N:22]2[C@H:27]([CH2:28][CH3:29])[CH2:26][O:25][C@H:24]([C:30]([NH:32][CH:33]3[CH2:38][CH2:37][CH2:36][CH2:35][CH2:34]3)=[O:31])[CH2:23]2)[CH:15]=1.C([O-])(O)=O.[Na+]. (3) Given the product [CH2:13]([O:20][C:21]1[CH:26]=[CH:25][N:24]([C:2]2[CH:10]=[CH:9][C:8]3[C:4](=[C:5]([CH3:12])[N:6]([CH3:11])[N:7]=3)[CH:3]=2)[C:23](=[O:27])[CH:22]=1)[C:14]1[CH:15]=[CH:16][CH:17]=[CH:18][CH:19]=1, predict the reactants needed to synthesize it. The reactants are: Br[C:2]1[CH:10]=[CH:9][C:8]2[C:4](=[C:5]([CH3:12])[N:6]([CH3:11])[N:7]=2)[CH:3]=1.[CH2:13]([O:20][C:21]1[CH:26]=[CH:25][NH:24][C:23](=[O:27])[CH:22]=1)[C:14]1[CH:19]=[CH:18][CH:17]=[CH:16][CH:15]=1.C(=O)([O-])[O-].[K+].[K+].CNCCNC.N. (4) The reactants are: [OH:1][C:2]1[CH:9]([NH:10][C:11]([CH3:13])=[O:12])[S:8][C@H:7]2[N:4]([C:5](=[O:20])[C@H:6]2[C:14]2[CH:19]=[CH:18][CH:17]=[CH:16][CH:15]=2)[C:3]=1[C:21]([O:23][CH:24]([C:31]1[CH:36]=[CH:35][CH:34]=[CH:33][CH:32]=1)[C:25]1[CH:30]=[CH:29][CH:28]=[CH:27][CH:26]=1)=[O:22].[F:37][C:38]([F:51])([F:50])[S:39](O[S:39]([C:38]([F:51])([F:50])[F:37])(=[O:41])=[O:40])(=[O:41])=[O:40]. Given the product [O:20]=[C:5]1[N:4]2[C@H:7]([S:8][CH:9]([NH:10][C:11]([CH3:13])=[O:12])[C:2]([O:1][S:39]([C:38]([F:51])([F:50])[F:37])(=[O:41])=[O:40])=[C:3]2[C:21]([O:23][CH:24]([C:31]2[CH:36]=[CH:35][CH:34]=[CH:33][CH:32]=2)[C:25]2[CH:26]=[CH:27][CH:28]=[CH:29][CH:30]=2)=[O:22])[C@@H:6]1[C:14]1[CH:15]=[CH:16][CH:17]=[CH:18][CH:19]=1, predict the reactants needed to synthesize it. (5) Given the product [C:23]([O:27][C:28]([N:30]1[CH2:35][CH2:34][CH:33]([CH2:36][CH2:37][NH:38][C:15]2[N:14]=[C:13]([C:11]3[S:10][C:9]4[CH:21]=[C:5]([C:3](=[O:4])[N:2]([CH3:22])[CH3:1])[CH:6]=[CH:7][C:8]=4[CH:12]=3)[C:18]([CH3:19])=[CH:17][N:16]=2)[CH2:32][CH2:31]1)=[O:29])([CH3:26])([CH3:25])[CH3:24], predict the reactants needed to synthesize it. The reactants are: [CH3:1][N:2]([CH3:22])[C:3]([C:5]1[CH:6]=[CH:7][C:8]2[CH:12]=[C:11]([C:13]3[C:18]([CH3:19])=[CH:17][N:16]=[C:15](Cl)[N:14]=3)[S:10][C:9]=2[CH:21]=1)=[O:4].[C:23]([O:27][C:28]([N:30]1[CH2:35][CH2:34][CH:33]([CH2:36][CH2:37][NH2:38])[CH2:32][CH2:31]1)=[O:29])([CH3:26])([CH3:25])[CH3:24].C(N(C(C)C)CC)(C)C. (6) Given the product [Cl:59][C:53]1[CH:52]=[C:51]([O:50][C:49]2[CH:48]=[CH:47][N:46]=[C:45]3[N:41]([CH2:40][C:39]4[CH:61]=[CH:62][C:36]([O:35][CH3:34])=[CH:37][CH:38]=4)[N:42]=[C:43]([CH3:60])[C:44]=23)[C:56]([CH3:57])=[CH:55][C:54]=1[N:8]([C:5]1[CH:4]=[CH:3][C:2]([F:1])=[CH:7][CH:6]=1)[C:9]([C:11]1([C:14]([NH2:31])=[O:16])[CH2:12][CH2:13]1)=[O:10], predict the reactants needed to synthesize it. The reactants are: [F:1][C:2]1[CH:7]=[CH:6][C:5]([NH:8][C:9]([C:11]2([C:14]([OH:16])=O)[CH2:13][CH2:12]2)=[O:10])=[CH:4][CH:3]=1.C1(C(O)=O)(C(O)=O)CC1.FC1C=CC([NH2:31])=CC=1.[CH3:34][O:35][C:36]1[CH:62]=[CH:61][C:39]([CH2:40][N:41]2[C:45]3=[N:46][CH:47]=[CH:48][C:49]([O:50][C:51]4[C:56]([CH3:57])=[CH:55][C:54](N)=[C:53]([Cl:59])[CH:52]=4)=[C:44]3[C:43]([CH3:60])=[N:42]2)=[CH:38][CH:37]=1. (7) Given the product [CH2:20]([NH:22][C:13]([C@@H:12]1[CH2:16][CH:17]([F:19])[CH2:18][N:11]1[C:9]([O:8][CH2:1][C:2]1[CH:3]=[CH:4][CH:5]=[CH:6][CH:7]=1)=[O:10])=[O:15])[CH3:21], predict the reactants needed to synthesize it. The reactants are: [CH2:1]([O:8][C:9]([N:11]1[CH2:18][CH:17]([F:19])[CH2:16][C@H:12]1[C:13]([OH:15])=O)=[O:10])[C:2]1[CH:7]=[CH:6][CH:5]=[CH:4][CH:3]=1.[CH2:20]([NH2:22])[CH3:21]. (8) Given the product [CH3:33][O:32][C:30]([C:29]1[C:28]([C:13]2[CH:14]=[CH:15][C:10]([C@H:8]([NH:7][C:6]([O:5][C:1]([CH3:2])([CH3:3])[CH3:4])=[O:26])[CH3:9])=[C:11]([F:25])[CH:12]=2)=[CH:37][CH:36]=[CH:35][C:34]=1[Cl:38])=[O:31], predict the reactants needed to synthesize it. The reactants are: [C:1]([O:5][C:6](=[O:26])[NH:7][C@@H:8]([C:10]1[CH:15]=[CH:14][C:13](B2OC(C)(C)C(C)(C)O2)=[CH:12][C:11]=1[F:25])[CH3:9])([CH3:4])([CH3:3])[CH3:2].Br[C:28]1[CH:37]=[CH:36][CH:35]=[C:34]([Cl:38])[C:29]=1[C:30]([O:32][CH3:33])=[O:31].C1(C)C=CC=CC=1P(C1C=CC=CC=1C)C1C=CC=CC=1C.C(=O)([O-])[O-].[K+].[K+]. (9) The reactants are: Br[C:2]1[CH:7]=[CH:6][N:5]=[C:4]([C:8]([N:10]2[CH2:29][CH2:28][C:13]3[N:14]=[C:15]([NH:18][CH:19]4[CH2:27][C:26]5[C:21](=[CH:22][CH:23]=[CH:24][CH:25]=5)[CH2:20]4)[N:16]=[CH:17][C:12]=3[CH2:11]2)=[O:9])[CH:3]=1.[CH3:30][Si:31]([C:34]#[CH:35])([CH3:33])[CH3:32].C(N(CC)CC)C. Given the product [CH2:20]1[C:21]2[C:26](=[CH:25][CH:24]=[CH:23][CH:22]=2)[CH2:27][CH:19]1[NH:18][C:15]1[N:16]=[CH:17][C:12]2[CH2:11][N:10]([C:8]([C:4]3[CH:3]=[C:2]([C:35]#[C:34][Si:31]([CH3:33])([CH3:32])[CH3:30])[CH:7]=[CH:6][N:5]=3)=[O:9])[CH2:29][CH2:28][C:13]=2[N:14]=1, predict the reactants needed to synthesize it. (10) Given the product [O:20]=[C:16]([CH3:15])[CH2:17][C:18]([O:1][C@H:2]([CH3:7])[C:3]([O:5][CH3:6])=[O:4])=[O:19], predict the reactants needed to synthesize it. The reactants are: [OH:1][C@H:2]([CH3:7])[C:3]([O:5][CH3:6])=[O:4].C(N(CC)CC)C.[CH2:15]=[C:16]1[O:20][C:18](=[O:19])[CH2:17]1.